From a dataset of Reaction yield outcomes from USPTO patents with 853,638 reactions. Predict the reaction yield, written as a fraction of the theoretical maximum amount of product (1.0 means a 100% yield; for example, 0.34 means a 34% yield). (1) The reactants are Br[CH2:2][C:3]([C:5]1[C:10]([CH3:11])=[CH:9][C:8]([S:12][C:13]2[CH:18]=[CH:17][CH:16]=[CH:15][CH:14]=2)=[CH:7][C:6]=1[CH3:19])=O.[NH2:20][C:21]([NH2:23])=[S:22]. The catalyst is CCO. The product is [CH3:19][C:6]1[CH:7]=[C:8]([S:12][C:13]2[CH:18]=[CH:17][CH:16]=[CH:15][CH:14]=2)[CH:9]=[C:10]([CH3:11])[C:5]=1[C:3]1[N:20]=[C:21]([NH2:23])[S:22][CH:2]=1. The yield is 0.880. (2) The reactants are [CH2:1]([O:8][CH2:9][CH2:10][CH:11]1[CH2:16][C:15]([CH2:17][OH:18])=[CH:14][CH2:13][CH2:12]1)[C:2]1[CH:7]=[CH:6][CH:5]=[CH:4][CH:3]=1.C(N(CC)CC)C.[CH3:26][C:27]([Si:30](Cl)([CH3:32])[CH3:31])([CH3:29])[CH3:28]. The product is [CH2:1]([O:8][CH2:9][CH2:10][CH:11]1[CH2:16][C:15]([CH2:17][O:18][Si:30]([C:27]([CH3:29])([CH3:28])[CH3:26])([CH3:32])[CH3:31])=[CH:14][CH2:13][CH2:12]1)[C:2]1[CH:7]=[CH:6][CH:5]=[CH:4][CH:3]=1. The catalyst is CN(C=O)C. The yield is 0.630. (3) The reactants are [OH:1][NH:2][C:3](=[O:9])[O:4][C:5]([CH3:8])([CH3:7])[CH3:6].C(N(CC)CC)C.[CH3:17][N:18]([CH3:22])[C:19](Cl)=[O:20]. The catalyst is C(OCC)C.C(Cl)Cl. The product is [CH3:17][N:18]([CH3:22])[C:19](=[O:20])[O:1][NH:2][C:3]([O:4][C:5]([CH3:8])([CH3:7])[CH3:6])=[O:9]. The yield is 0.780. (4) The reactants are [Cl:1][C:2]1[CH:14]=[C:13](I)[C:5]([NH:6][CH2:7][CH2:8][S:9]([CH3:12])(=[O:11])=[O:10])=[C:4]([F:16])[CH:3]=1.[CH2:17]([OH:20])[C:18]#[CH:19]. The catalyst is CCN(CC)CC.Cl[Pd](Cl)([P](C1C=CC=CC=1)(C1C=CC=CC=1)C1C=CC=CC=1)[P](C1C=CC=CC=1)(C1C=CC=CC=1)C1C=CC=CC=1.[Cu]I. The product is [Cl:1][C:2]1[CH:14]=[C:13]2[C:5](=[C:4]([F:16])[CH:3]=1)[N:6]([CH2:7][CH2:8][S:9]([CH3:12])(=[O:11])=[O:10])[C:18]([CH2:17][OH:20])=[CH:19]2. The yield is 0.950. (5) The reactants are [CH3:1][C:2]1[C:7]([CH3:8])=[CH:6][C:5]2[N:9]([C@H:12]3[O:16][C@H:15]([CH2:17][OH:18])[C@@H:14]([O:19][P:20]([O:23][C@@H:24]([CH2:26][NH:27][C:28]([CH2:30][CH2:31][C@@:32]4([CH3:89])[C:48]5=[N:49][C@@H:34]([C@:35]6([CH3:84])[N-:73][C:38](=[C:39]([CH3:72])[C:40]7[C@:61]([CH2:63][C:64]([NH2:66])=[O:65])([CH3:62])[C@H:60]([CH2:67][CH2:68][C:69]([NH2:71])=[O:70])[C:42](=[CH:43][C:44]8[C:52]([CH3:54])([CH3:53])[C@H:51]([CH2:55][CH2:56][C:57]([NH2:59])=[O:58])[C:46](=[C:47]5[CH3:50])[N:45]=8)[N:41]=7)[C@@H:37]([CH2:74][CH2:75][C:76]([NH2:78])=[O:77])[C@@:36]6([CH2:80][C:81]([NH2:83])=[O:82])[CH3:79])[C@@H:33]4[CH2:85][C:86]([NH2:88])=[O:87])=[O:29])[CH3:25])([O-:22])=[O:21])[C@H:13]3[OH:90])[CH:10]=[N:11][C:4]=2[CH:3]=1.[C-]#N.[Co+3:93].[Cl-].C[S+](C)(C)=O.[BH4-].[Na+].[OH-].[Na+]. The catalyst is O.O.O.O.O.O.O.S([O-])([O-])(=O)=O.[Fe+2].CC(C)=O.CC(=O)CC.O. The product is [CH3-:1].[CH3:1][C:2]1[C:7]([CH3:8])=[CH:6][C:5]2[N:9]([C@H:12]3[O:16][C@H:15]([CH2:17][OH:18])[C@@H:14]([O:19][P:20]([O:23][CH:24]([CH2:26][NH:27][C:28]([CH2:30][CH2:31][C@@:32]4([CH3:89])[C:48]5=[N:49][C@@H:34]([C@:35]6([CH3:84])[N-:73][C:38](=[C:39]([CH3:72])[C:40]7[C@:61]([CH2:63][C:64]([NH2:66])=[O:65])([CH3:62])[C@H:60]([CH2:67][CH2:68][C:69]([NH2:71])=[O:70])[C:42](=[CH:43][C:44]8[C:52]([CH3:54])([CH3:53])[C@H:51]([CH2:55][CH2:56][C:57]([NH2:59])=[O:58])[C:46](=[C:47]5[CH3:50])[N:45]=8)[N:41]=7)[C@@H:37]([CH2:74][CH2:75][C:76]([NH2:78])=[O:77])[C@@:36]6([CH2:80][C:81]([NH2:83])=[O:82])[CH3:79])[C@@H:33]4[CH2:85][C:86]([NH2:88])=[O:87])=[O:29])[CH3:25])([O-:22])=[O:21])[C@H:13]3[OH:90])[CH:10]=[N:11][C:4]=2[CH:3]=1.[Co+3:93]. The yield is 0.899. (6) The reactants are [H-].[Na+].[C:3]([CH2:5]P(=O)(OCC)OCC)#[N:4].[C:14]1([CH2:20][CH2:21][CH2:22][CH2:23][C:24]2[O:25][C:26]3[C:35]4[C:34](=O)[CH2:33][CH2:32][C:31]=4[CH:30]=[CH:29][C:27]=3[N:28]=2)[CH:19]=[CH:18][CH:17]=[CH:16][CH:15]=1.[Cl-].[NH4+]. The catalyst is O1CCCC1. The product is [C:14]1([CH2:20][CH2:21][CH2:22][CH2:23][C:24]2[O:25][C:26]3[C:35]4[C:34](=[CH:5][C:3]#[N:4])[CH2:33][CH2:32][C:31]=4[CH:30]=[CH:29][C:27]=3[N:28]=2)[CH:19]=[CH:18][CH:17]=[CH:16][CH:15]=1. The yield is 0.940. (7) The reactants are [CH3:1][C:2]1[C:3]([C:17]([O:19][CH2:20][CH3:21])=[O:18])=[N:4][N:5]([C:7]2[CH:12]=[CH:11][C:10]([C:13]([F:16])([F:15])[F:14])=[CH:9][CH:8]=2)[CH:6]=1.C1(C(OOC(=O)C2C=CC=CC=2)=O)C=CC=CC=1.[Br:40]N1C(=O)CCC1=O. The catalyst is C(Cl)(Cl)(Cl)Cl.C(OCC)(=O)C. The product is [Br:40][CH2:1][C:2]1[C:3]([C:17]([O:19][CH2:20][CH3:21])=[O:18])=[N:4][N:5]([C:7]2[CH:8]=[CH:9][C:10]([C:13]([F:16])([F:15])[F:14])=[CH:11][CH:12]=2)[CH:6]=1. The yield is 0.680. (8) The reactants are [H-].[Na+].[C:3]([O:7][C:8]([N:10]1[CH2:15][CH2:14][N:13]([C:16]2[CH:17]=[C:18]3[C:22](=[CH:23][CH:24]=2)[NH:21][N:20]=[CH:19]3)[CH2:12][CH2:11]1)=[O:9])([CH3:6])([CH3:5])[CH3:4].[CH3:25]I. The catalyst is CN(C=O)C. The product is [C:3]([O:7][C:8]([N:10]1[CH2:11][CH2:12][N:13]([C:16]2[CH:17]=[C:18]3[C:22](=[CH:23][CH:24]=2)[N:21]([CH3:25])[N:20]=[CH:19]3)[CH2:14][CH2:15]1)=[O:9])([CH3:6])([CH3:4])[CH3:5]. The yield is 0.220.